This data is from Reaction yield outcomes from USPTO patents with 853,638 reactions. The task is: Predict the reaction yield, written as a fraction of the theoretical maximum amount of product (1.0 means a 100% yield; for example, 0.34 means a 34% yield). The reactants are [F:1][C:2]1[CH:3]=[C:4]([C:10]2[N:11]([C:20]3[CH:25]=[CH:24][C:23]([S:26]([CH3:29])(=[O:28])=[O:27])=[CH:22][CH:21]=3)[CH2:12][C:13](O)([C:15]([F:18])([F:17])[F:16])[N:14]=2)[CH:5]=[CH:6][C:7]=1[O:8][CH3:9].O.C1(C)C=CC(S(O)(=O)=O)=CC=1. The catalyst is C1(C)C=CC=CC=1. The product is [F:1][C:2]1[CH:3]=[C:4]([C:10]2[N:11]([C:20]3[CH:25]=[CH:24][C:23]([S:26]([CH3:29])(=[O:27])=[O:28])=[CH:22][CH:21]=3)[CH:12]=[C:13]([C:15]([F:18])([F:17])[F:16])[N:14]=2)[CH:5]=[CH:6][C:7]=1[O:8][CH3:9]. The yield is 0.650.